Task: Predict the reactants needed to synthesize the given product.. Dataset: Full USPTO retrosynthesis dataset with 1.9M reactions from patents (1976-2016) (1) Given the product [F:37][C:38]1[CH:39]=[C:40]([CH:45]=[CH:46][C:47]=1[N:48]([C@@H:11]([C:13]1[CH:18]=[CH:17][CH:16]=[CH:15][CH:14]=1)[CH2:10][N:7]1[CH2:8][CH2:9][C@H:5]([O:4][CH2:3][O:2][CH3:1])[CH2:6]1)[CH3:49])[C:41]([O:43][CH3:44])=[O:42], predict the reactants needed to synthesize it. The reactants are: [CH3:1][O:2][CH2:3][O:4][C@H:5]1[CH2:9][CH2:8][N:7]([CH2:10][C@H:11]([C:13]2[CH:18]=[CH:17][CH:16]=[CH:15][CH:14]=2)O)[CH2:6]1.COCO[C@H]1CCN([C@H](C2C=CC=CC=2)CO)C1.[F:37][C:38]1[CH:39]=[C:40]([CH:45]=[CH:46][C:47]=1[NH:48][CH3:49])[C:41]([O:43][CH3:44])=[O:42]. (2) Given the product [CH3:45][C:46]([CH3:73])([CH3:72])[C:47]([O:49][CH2:50][N:51]1[N:55]=[N:54][C:53]([C:56]2[CH:57]=[C:58]3[C:68](=[CH:69][CH:70]=2)[O:67][C:61]2([CH2:62][CH2:63][N:64]([C:29]([C:28]4[CH:32]=[C:33]([O:41][CH2:42][CH3:43])[C:34]([C:35]5[CH:36]=[N:37][N:38]([CH3:40])[CH:39]=5)=[C:26]([O:25][CH2:23][CH3:24])[CH:27]=4)=[O:31])[CH2:65][CH2:66]2)[CH2:60][C:59]3=[O:71])=[N:52]1)=[O:48], predict the reactants needed to synthesize it. The reactants are: C1C=CC2N(O)N=NC=2C=1.CCN=C=NCCCN(C)C.Cl.[CH2:23]([O:25][C:26]1[CH:27]=[C:28]([CH:32]=[C:33]([O:41][CH2:42][CH3:43])[C:34]=1[C:35]1[CH:36]=[N:37][N:38]([CH3:40])[CH:39]=1)[C:29]([OH:31])=O)[CH3:24].Cl.[CH3:45][C:46]([CH3:73])([CH3:72])[C:47]([O:49][CH2:50][N:51]1[N:55]=[N:54][C:53]([C:56]2[CH:57]=[C:58]3[C:68](=[CH:69][CH:70]=2)[O:67][C:61]2([CH2:66][CH2:65][NH:64][CH2:63][CH2:62]2)[CH2:60][C:59]3=[O:71])=[N:52]1)=[O:48]. (3) Given the product [C:14]1([S:20]([NH:1][CH2:2][C@H:3]2[CH2:4][CH2:5][C@H:6]([C:9]([OH:11])=[O:10])[CH2:7][CH2:8]2)(=[O:22])=[O:21])[CH:19]=[CH:18][CH:17]=[CH:16][CH:15]=1, predict the reactants needed to synthesize it. The reactants are: [NH2:1][CH2:2][C@H:3]1[CH2:8][CH2:7][C@H:6]([C:9]([OH:11])=[O:10])[CH2:5][CH2:4]1.[OH-].[Na+].[C:14]1([S:20](Cl)(=[O:22])=[O:21])[CH:19]=[CH:18][CH:17]=[CH:16][CH:15]=1. (4) Given the product [CH2:51]([N:46]([CH3:47])[C:42]([C@@H:26]1[CH2:25][C@@H:24]([S:23][S:22][C@@H:6]2[CH2:5][C@@H:4]([C:1](=[O:3])[N:73]([CH2:74][C:75]3[CH:80]=[CH:79][CH:78]=[CH:77][CH:76]=3)[CH3:72])[N:8]([S:9]([C:12]3[CH:21]=[CH:20][C:19]4[C:14](=[CH:15][CH:16]=[CH:17][CH:18]=4)[CH:13]=3)(=[O:10])=[O:11])[CH2:7]2)[CH2:28][N:27]1[S:29]([C:32]1[CH:41]=[CH:40][C:39]2[C:34](=[CH:35][CH:36]=[CH:37][CH:38]=2)[CH:33]=1)(=[O:30])=[O:31])=[O:43])[C:50]1[CH:70]=[CH:69][CH:68]=[CH:67][CH:66]=1, predict the reactants needed to synthesize it. The reactants are: [C:1]([C@H:4]1[N:8]([S:9]([C:12]2[CH:21]=[CH:20][C:19]3[C:14](=[CH:15][CH:16]=[CH:17][CH:18]=3)[CH:13]=2)(=[O:11])=[O:10])[CH2:7][C@H:6]([S:22][S:23][C@H:24]2[CH2:28][N:27]([S:29]([C:32]3[CH:41]=[CH:40][C:39]4[C:34](=[CH:35][CH:36]=[CH:37][CH:38]=4)[CH:33]=3)(=[O:31])=[O:30])[C@H:26]([C:42](O)=[O:43])[CH2:25]2)[CH2:5]1)([OH:3])=O.C[N:46]1[CH2:51][CH2:50]OC[CH2:47]1.[B-](F)(F)(F)F.CN(C(ON1[C:70](=O)[CH:69]=[CH:68][CH:67]=[CH:66]1)=[N+](C)C)C.[CH3:72][NH:73][CH2:74][C:75]1[CH:80]=[CH:79][CH:78]=[CH:77][CH:76]=1.OS([O-])(=O)=O.[K+]. (5) Given the product [CH:3]([O:2][B:1]1[O:22][CH:21]([C:23]([O:25][CH2:26][CH3:27])=[O:24])[CH:19]([C:14]([O:16][CH2:17][CH3:18])=[O:15])[O:20]1)([CH3:5])[CH3:4], predict the reactants needed to synthesize it. The reactants are: [B:1](OC(C)C)(OC(C)C)[O:2][CH:3]([CH3:5])[CH3:4].[C:14]([CH:19]([CH:21]([C:23]([O:25][CH2:26][CH3:27])=[O:24])[OH:22])[OH:20])([O:16][CH2:17][CH3:18])=[O:15]. (6) Given the product [CH:9]1([N:8]2[C:7]3[CH:6]=[CH:5][C:4]([NH:13][C:14](=[O:16])[CH3:15])=[CH:3][C:2]=3[N:1]=[CH:18]2)[CH2:10][CH2:11][CH2:12]1, predict the reactants needed to synthesize it. The reactants are: [NH2:1][C:2]1[CH:3]=[C:4]([NH:13][C:14](=[O:16])[CH3:15])[CH:5]=[CH:6][C:7]=1[NH:8][CH:9]1[CH2:12][CH2:11][CH2:10]1.Cl.[CH2:18](OC(OCC)OCC)C.